This data is from Full USPTO retrosynthesis dataset with 1.9M reactions from patents (1976-2016). The task is: Predict the reactants needed to synthesize the given product. (1) Given the product [N:24]1([CH2:30][CH2:31][C:32]2[CH:33]=[CH:34][C:35]([NH:36]/[C:4](=[C:11]3\[C:12](=[O:23])[NH:13][C:14]4[C:19]\3=[CH:18][C:17]([N+:20]([O-:22])=[O:21])=[CH:16][CH:15]=4)/[C:5]3[CH:6]=[CH:7][CH:8]=[CH:9][CH:10]=3)=[CH:37][CH:38]=2)[CH2:25][CH:26]=[CH:27][CH2:28][CH2:29]1, predict the reactants needed to synthesize it. The reactants are: C(O[C:4](=[C:11]1[C:19]2[C:14](=[CH:15][CH:16]=[C:17]([N+:20]([O-:22])=[O:21])[CH:18]=2)[NH:13][C:12]1=[O:23])[C:5]1[CH:10]=[CH:9][CH:8]=[CH:7][CH:6]=1)C.[N:24]1([CH2:30][CH2:31][C:32]2[CH:38]=[CH:37][C:35]([NH2:36])=[CH:34][CH:33]=2)[CH2:29][CH:28]=[CH:27][CH2:26][CH2:25]1. (2) Given the product [Cl:1][C:2]1[NH:10][C:9]2[C:8](=[O:11])[N:7]([CH2:12][CH2:13][CH2:14][C:15]3[CH:20]=[CH:19][CH:18]=[C:17]([OH:21])[CH:16]=3)[C:6](=[O:23])[N:5]([CH2:24][CH2:25][CH2:26][CH2:27][CH3:28])[C:4]=2[N:3]=1, predict the reactants needed to synthesize it. The reactants are: [Cl:1][C:2]1[NH:10][C:9]2[C:8](=[O:11])[N:7]([CH2:12][CH2:13][CH2:14][C:15]3[CH:20]=[CH:19][CH:18]=[C:17]([O:21]C)[CH:16]=3)[C:6](=[O:23])[N:5]([CH2:24][CH2:25][CH2:26][CH2:27][CH3:28])[C:4]=2[N:3]=1. (3) Given the product [ClH:1].[N:2]12[CH2:11][CH:6]3[CH2:7][CH:8]([CH2:10][CH:4]([C@H:5]3[NH:12][C:22]([C:19]3[CH:20]=[C:21]4[C:16]([CH:15]=[CH:14][NH:13]4)=[CH:17][CH:18]=3)=[O:23])[CH2:3]1)[CH2:9]2, predict the reactants needed to synthesize it. The reactants are: [ClH:1].[N:2]12[CH2:11][CH:6]3[CH2:7][CH:8]([CH2:10][CH:4]([C@H:5]3[NH2:12])[CH2:3]1)[CH2:9]2.[NH:13]1[C:21]2[C:16](=[CH:17][CH:18]=[C:19]([C:22](O)=[O:23])[CH:20]=2)[CH:15]=[CH:14]1.N. (4) Given the product [S:16]1[C:20]2[CH:21]=[C:22]([C:25]3([C:28]4[N:12]5[N:13]=[C:8]([C:5]6[CH:4]=[CH:3][C:2]([Br:1])=[CH:7][CH:6]=6)[CH:9]=[N:10][C:11]5=[N:14][N:15]=4)[CH2:27][CH2:26]3)[CH:23]=[CH:24][C:19]=2[N:18]=[CH:17]1, predict the reactants needed to synthesize it. The reactants are: [Br:1][C:2]1[CH:7]=[CH:6][C:5]([C:8]2[N:13]=[N:12][C:11]([NH:14][NH2:15])=[N:10][CH:9]=2)=[CH:4][CH:3]=1.[S:16]1[C:20]2[CH:21]=[C:22]([C:25]3([C:28](O)=O)[CH2:27][CH2:26]3)[CH:23]=[CH:24][C:19]=2[N:18]=[CH:17]1. (5) The reactants are: [OH:1][CH:2]([C:23]1[CH:28]=[CH:27][C:26]([O:29][CH3:30])=[CH:25][CH:24]=1)[CH2:3][CH2:4][N:5]1[CH2:10][CH2:9][CH:8]([C:11]2[CH:12]=[C:13]([NH:17][C:18](=[O:22])[CH:19]([CH3:21])[CH3:20])[CH:14]=[CH:15][CH:16]=2)[CH2:7][CH2:6]1.[F:31][C:32]1[CH:37]=[CH:36][C:35](O)=[CH:34][CH:33]=1. Given the product [F:31][C:32]1[CH:37]=[CH:36][C:35]([O:1][CH:2]([C:23]2[CH:24]=[CH:25][C:26]([O:29][CH3:30])=[CH:27][CH:28]=2)[CH2:3][CH2:4][N:5]2[CH2:10][CH2:9][CH:8]([C:11]3[CH:12]=[C:13]([NH:17][C:18](=[O:22])[CH:19]([CH3:21])[CH3:20])[CH:14]=[CH:15][CH:16]=3)[CH2:7][CH2:6]2)=[CH:34][CH:33]=1, predict the reactants needed to synthesize it. (6) Given the product [CH3:28][C:20]1[N:21]=[C:22]([NH:24][C:25](=[O:27])[CH3:26])[S:23][C:19]=1[C:14]1[N:15]=[N:16][C:17]([Cl:18])=[C:12]([NH:11][S:35]([C:29]2[CH:34]=[CH:33][CH:32]=[CH:31][CH:30]=2)(=[O:37])=[O:36])[CH:13]=1, predict the reactants needed to synthesize it. The reactants are: C[Si](C)(C)N[Si](C)(C)C.[Li].[NH2:11][C:12]1[CH:13]=[C:14]([C:19]2[S:23][C:22]([NH:24][C:25](=[O:27])[CH3:26])=[N:21][C:20]=2[CH3:28])[N:15]=[N:16][C:17]=1[Cl:18].[C:29]1([S:35](Cl)(=[O:37])=[O:36])[CH:34]=[CH:33][CH:32]=[CH:31][CH:30]=1. (7) Given the product [F:75][C:69]1[CH:70]=[CH:71][C:72]([F:74])=[CH:73][C:68]=1[S:65]([NH:64][C:60]1[C:59]([F:76])=[C:58]([C:50]2[N:51]=[C:52]([C:54]([CH3:56])([CH3:55])[CH3:57])[S:53][C:49]=2[C:47]2[CH:46]=[CH:45][N:44]=[C:43]([NH:42][CH2:41][CH2:40][NH:39][C:1](=[O:5])[CH2:2][OH:3])[N:48]=2)[CH:63]=[CH:62][CH:61]=1)(=[O:67])=[O:66], predict the reactants needed to synthesize it. The reactants are: [C:1]([OH:5])(=O)[CH2:2][OH:3].CN(C(ON1N=NC2C=CC=NC1=2)=[N+](C)C)C.F[P-](F)(F)(F)(F)F.CCN(C(C)C)C(C)C.[NH2:39][CH2:40][CH2:41][NH:42][C:43]1[N:48]=[C:47]([C:49]2[S:53][C:52]([C:54]([CH3:57])([CH3:56])[CH3:55])=[N:51][C:50]=2[C:58]2[C:59]([F:76])=[C:60]([NH:64][S:65]([C:68]3[CH:73]=[C:72]([F:74])[CH:71]=[CH:70][C:69]=3[F:75])(=[O:67])=[O:66])[CH:61]=[CH:62][CH:63]=2)[CH:46]=[CH:45][N:44]=1. (8) Given the product [CH2:1]([O:8][C:9]1[C:14](=[O:15])[NH:13][C:12]([O:16][CH3:17])=[N:11][C:10]=1[C:18]([OH:20])=[O:19])[C:2]1[CH:3]=[CH:4][CH:5]=[CH:6][CH:7]=1, predict the reactants needed to synthesize it. The reactants are: [CH2:1]([O:8][C:9]1[C:14](=[O:15])[NH:13][C:12]([O:16][CH3:17])=[N:11][C:10]=1[C:18]([O:20]C(C)(C)C)=[O:19])[C:2]1[CH:7]=[CH:6][CH:5]=[CH:4][CH:3]=1.[OH-].[Na+].Cl.